From a dataset of Reaction yield outcomes from USPTO patents with 853,638 reactions. Predict the reaction yield, written as a fraction of the theoretical maximum amount of product (1.0 means a 100% yield; for example, 0.34 means a 34% yield). (1) The reactants are [Cl-].O[NH3+:3].[C:4](=[O:7])([O-])[OH:5].[Na+].CS(C)=O.[CH2:13]([C:17]1[N:18]=[C:19]([CH3:47])[N:20]([CH2:39][C:40]2[C:41]([CH3:46])=[N:42][O:43][C:44]=2[CH3:45])[C:21](=[O:38])[C:22]=1[CH2:23][C:24]1[CH:29]=[CH:28][C:27]([C:30]2[C:31]([C:36]#[N:37])=[CH:32][CH:33]=[CH:34][CH:35]=2)=[CH:26][CH:25]=1)[CH2:14][CH2:15][CH3:16]. The catalyst is C(OCC)(=O)C. The product is [CH2:13]([C:17]1[N:18]=[C:19]([CH3:47])[N:20]([CH2:39][C:40]2[C:41]([CH3:46])=[N:42][O:43][C:44]=2[CH3:45])[C:21](=[O:38])[C:22]=1[CH2:23][C:24]1[CH:25]=[CH:26][C:27]([C:30]2[CH:35]=[CH:34][CH:33]=[CH:32][C:31]=2[C:36]2[NH:3][C:4](=[O:7])[O:5][N:37]=2)=[CH:28][CH:29]=1)[CH2:14][CH2:15][CH3:16]. The yield is 0.550. (2) The reactants are [CH2:1]([N:3]([CH2:26][CH3:27])[C:4](=[O:25])[CH2:5][C:6]1[C:7]([C:17]2[CH:22]=[CH:21][C:20]([O:23]C)=[CH:19][CH:18]=2)=[N:8][N:9]2[C:14]([CH3:15])=[CH:13][C:12]([CH3:16])=[N:11][C:10]=12)[CH3:2].Br.C([O-])(O)=O.[Na+]. The catalyst is [Br-].C([P+](CCCC)(CCCC)CCCC)CCCCCCCCCCCCCCC. The product is [CH2:26]([N:3]([CH2:1][CH3:2])[C:4](=[O:25])[CH2:5][C:6]1[C:7]([C:17]2[CH:18]=[CH:19][C:20]([OH:23])=[CH:21][CH:22]=2)=[N:8][N:9]2[C:14]([CH3:15])=[CH:13][C:12]([CH3:16])=[N:11][C:10]=12)[CH3:27]. The yield is 0.540.